From a dataset of Catalyst prediction with 721,799 reactions and 888 catalyst types from USPTO. Predict which catalyst facilitates the given reaction. (1) Reactant: [CH:1]([O:4][C:5]1[CH:6]=[CH:7][C:8]([CH3:12])=[C:9](N)[CH:10]=1)([CH3:3])[CH3:2].N([O-])=[O:14].[Na+]. Product: [CH:1]([O:4][C:5]1[CH:6]=[CH:7][C:8]([CH3:12])=[C:9]([OH:14])[CH:10]=1)([CH3:3])[CH3:2]. The catalyst class is: 445. (2) Reactant: C(OC1C=C(NCCS(C)(=O)=O)C=CC=1OC)C.[CH2:19]([O:21][C:22]1[CH:23]=[C:24]([CH:30]([NH2:36])[CH2:31][S:32]([CH3:35])(=[O:34])=[O:33])[CH:25]=[CH:26][C:27]=1[O:28][CH3:29])[CH3:20].[C:37]([NH:40][C@H:41]([C:46]([OH:48])=[O:47])[CH2:42][CH:43]([CH3:45])[CH3:44])(=[O:39])[CH3:38]. Product: [C:37]([NH:40][C@H:41]([C:46]([OH:48])=[O:47])[CH2:42][CH:43]([CH3:44])[CH3:45])(=[O:39])[CH3:38].[CH2:19]([O:21][C:22]1[CH:23]=[C:24]([C@H:30]([NH2:36])[CH2:31][S:32]([CH3:35])(=[O:34])=[O:33])[CH:25]=[CH:26][C:27]=1[O:28][CH3:29])[CH3:20]. The catalyst class is: 5. (3) Reactant: [OH:1][NH:2][C:3](=[O:9])[O:4][C:5]([CH3:8])([CH3:7])[CH3:6].[CH3:10][C:11]1([CH3:18])[O:15][C@H:14]([CH2:16][OH:17])[CH2:13][O:12]1.[C:19](Cl)(Cl)=[O:20]. Product: [C:5]([O:4][C:3]([NH:2][O:1][C:19]([O:17][CH2:16][C@@H:14]1[CH2:13][O:12][C:11]([CH3:18])([CH3:10])[O:15]1)=[O:20])=[O:9])([CH3:8])([CH3:7])[CH3:6]. The catalyst class is: 11. (4) Reactant: [N:1]1([CH2:7][C:8]2[CH:9]=[C:10]([C:14]3[O:15][C:16](=[O:27])[C:17]4[C:22]5[CH2:23][CH2:24][CH2:25][CH2:26][C:21]=5[S:20][C:18]=4[N:19]=3)[CH:11]=[CH:12][CH:13]=2)[CH2:6][CH2:5][O:4][CH2:3][CH2:2]1.[CH2:28]([N:30]([CH2:38][CH3:39])[C:31]1[N:36]=[CH:35][C:34]([NH2:37])=[CH:33][N:32]=1)[CH3:29].C[Si](C)(C)[N-][Si](C)(C)C.[Li+].[Cl-:50].[NH4+]. Product: [ClH:50].[ClH:50].[CH2:38]([N:30]([CH2:28][CH3:29])[C:31]1[N:36]=[CH:35][C:34]([NH:37][C:16]([C:17]2[C:22]3[CH2:23][CH2:24][CH2:25][CH2:26][C:21]=3[S:20][C:18]=2[NH:19][C:14](=[O:15])[C:10]2[CH:11]=[CH:12][CH:13]=[C:8]([CH2:7][N:1]3[CH2:2][CH2:3][O:4][CH2:5][CH2:6]3)[CH:9]=2)=[O:27])=[CH:33][N:32]=1)[CH3:39]. The catalyst class is: 1. (5) Reactant: [F:1][C:2]1[CH:34]=[CH:33][C:5]([NH:6][C:7]2[CH:19]=[C:18](/[CH:20]=[CH:21]/[C:22]3[CH:27]=[CH:26][C:25]([O:28][C:29]([F:32])([F:31])[F:30])=[CH:24][CH:23]=3)[CH:17]=[CH:16][C:8]=2[C:9]([O:11]C(C)(C)C)=[O:10])=[CH:4][CH:3]=1. Product: [F:1][C:2]1[CH:3]=[CH:4][C:5]([NH:6][C:7]2[CH:19]=[C:18](/[CH:20]=[CH:21]/[C:22]3[CH:27]=[CH:26][C:25]([O:28][C:29]([F:30])([F:31])[F:32])=[CH:24][CH:23]=3)[CH:17]=[CH:16][C:8]=2[C:9]([OH:11])=[O:10])=[CH:33][CH:34]=1. The catalyst class is: 55. (6) Reactant: C([N:8]1[CH2:12][CH2:11][CH2:10][CH:9]1[CH2:13][N:14]1[CH:22]=[C:21]2[C:16]([N:17]=[C:18]([C:36]3[CH:41]=[CH:40][C:39]([F:42])=[CH:38][CH:37]=3)[C:19]([C:30]3[CH:35]=[CH:34][N:33]=[CH:32][CH:31]=3)=[C:20]2[C:23]2[CH:28]=[CH:27][C:26]([F:29])=[CH:25][CH:24]=2)=[N:15]1)C1C=CC=CC=1.C(O)=O. Product: [F:29][C:26]1[CH:27]=[CH:28][C:23]([C:20]2[C:21]3[C:16](=[N:15][N:14]([CH2:13][CH:9]4[CH2:10][CH2:11][CH2:12][NH:8]4)[CH:22]=3)[N:17]=[C:18]([C:36]3[CH:37]=[CH:38][C:39]([F:42])=[CH:40][CH:41]=3)[C:19]=2[C:30]2[CH:31]=[CH:32][N:33]=[CH:34][CH:35]=2)=[CH:24][CH:25]=1. The catalyst class is: 50. (7) The catalyst class is: 14. Product: [CH2:1]([N:8]1[CH2:13][CH:12]([CH2:14][OH:15])[CH2:11][CH:10](/[CH:23]=[N:25]\[OH:26])[CH2:9]1)[C:2]1[CH:7]=[CH:6][CH:5]=[CH:4][CH:3]=1. Reactant: [CH2:1]([N:8]1[CH2:13][CH:12]([CH2:14][O:15][Si](C(C)(C)C)(C)C)[CH2:11][CH:10]([CH:23]=O)[CH2:9]1)[C:2]1[CH:7]=[CH:6][CH:5]=[CH:4][CH:3]=1.[NH2:25][OH:26].Cl.CC([O-])=O.[Na+].O.